This data is from Full USPTO retrosynthesis dataset with 1.9M reactions from patents (1976-2016). The task is: Predict the reactants needed to synthesize the given product. (1) Given the product [Cl:27][C:10]1[N:6]([S:3]([N:2]([CH3:15])[CH3:1])(=[O:5])=[O:4])[N:7]=[C:8]([C:11]([F:14])([F:12])[F:13])[CH:9]=1, predict the reactants needed to synthesize it. The reactants are: [CH3:1][N:2]([CH3:15])[S:3]([N:6]1[CH:10]=[CH:9][C:8]([C:11]([F:14])([F:13])[F:12])=[N:7]1)(=[O:5])=[O:4].C([Li])CCC.C1CCCCC1.[Cl:27]C(Cl)(Cl)C(Cl)(Cl)Cl. (2) Given the product [F:15][C:16]1([C@H:19]([NH:21][C:2]2[C:3]3[N:4]([CH:11]=[CH:12][CH:13]=3)[N:5]=[CH:6][C:7]=2[C:8]([NH2:10])=[O:9])[CH3:20])[CH2:18][CH2:17]1, predict the reactants needed to synthesize it. The reactants are: Cl[C:2]1[C:3]2[N:4]([CH:11]=[CH:12][CH:13]=2)[N:5]=[CH:6][C:7]=1[C:8]([NH2:10])=[O:9].Cl.[F:15][C:16]1([C@H:19]([NH2:21])[CH3:20])[CH2:18][CH2:17]1.C(N(C(C)C)CC)(C)C. (3) Given the product [C:1]([O:5][C:6](=[O:32])[N:7]([CH:9]1[CH2:10][CH2:11][CH:12]([N:15]([CH2:16][C:17]2[CH:22]=[C:21]([C:23]3[CH:24]=[N:25][C:26]([NH2:29])=[CH:27][CH:28]=3)[CH:20]=[CH:19][C:18]=2[O:30][CH3:31])[C:39]([C:38]2[S:37][C:36]3[C:42]([F:47])=[CH:43][CH:44]=[C:45]([F:46])[C:35]=3[C:34]=2[Cl:33])=[O:40])[CH2:13][CH2:14]1)[CH3:8])([CH3:4])([CH3:3])[CH3:2], predict the reactants needed to synthesize it. The reactants are: [C:1]([O:5][C:6](=[O:32])[N:7]([CH:9]1[CH2:14][CH2:13][CH:12]([NH:15][CH2:16][C:17]2[CH:22]=[C:21]([C:23]3[CH:24]=[N:25][C:26]([NH2:29])=[CH:27][CH:28]=3)[CH:20]=[CH:19][C:18]=2[O:30][CH3:31])[CH2:11][CH2:10]1)[CH3:8])([CH3:4])([CH3:3])[CH3:2].[Cl:33][C:34]1[C:35]2[C:45]([F:46])=[CH:44][CH:43]=[C:42]([F:47])[C:36]=2[S:37][C:38]=1[C:39](Cl)=[O:40]. (4) Given the product [CH2:1]([O:8][C:9]1[CH:10]=[C:11]2[C:16](=[CH:17][C:18]=1[O:19][CH3:20])[N:15]=[CH:14][N:13]=[C:12]2[O:29][C:25]1[CH:24]=[C:23]([CH:28]=[CH:27][CH:26]=1)[NH2:22])[C:2]1[CH:7]=[CH:6][CH:5]=[CH:4][CH:3]=1, predict the reactants needed to synthesize it. The reactants are: [CH2:1]([O:8][C:9]1[CH:10]=[C:11]2[C:16](=[CH:17][C:18]=1[O:19][CH3:20])[N:15]=[CH:14][N:13]=[C:12]2Cl)[C:2]1[CH:7]=[CH:6][CH:5]=[CH:4][CH:3]=1.[NH2:22][C:23]1[CH:24]=[C:25]([OH:29])[CH:26]=[CH:27][CH:28]=1.C([O-])([O-])=O.[Cs+].[Cs+]. (5) Given the product [OH:39][CH:38]([C:40]1[CH:45]=[CH:44][CH:43]=[C:42]([OH:46])[CH:41]=1)[CH2:37][NH:36][C:16]([C@@H:9]1[CH2:10][C:11](=[N:13][O:14][CH3:15])[CH2:12][N:8]1[C:6]([C:30]1[CH:29]=[CH:28][C:27]([C:21]2[C:22]([CH3:26])=[CH:23][CH:24]=[CH:25][C:20]=2[CH3:19])=[CH:32][CH:31]=1)=[O:7])=[O:18], predict the reactants needed to synthesize it. The reactants are: C(O[C:6]([N:8]1[CH2:12][C:11](=[N:13][O:14][CH3:15])[CH2:10][C@H:9]1[C:16]([OH:18])=O)=[O:7])(C)(C)C.[CH3:19][C:20]1[CH:25]=[CH:24][CH:23]=[C:22]([CH3:26])[C:21]=1[C:27]1[CH:32]=[CH:31][C:30](C(O)=O)=[CH:29][CH:28]=1.[NH2:36][CH2:37][CH:38]([C:40]1[CH:41]=[C:42]([OH:46])[CH:43]=[CH:44][CH:45]=1)[OH:39].